From a dataset of Forward reaction prediction with 1.9M reactions from USPTO patents (1976-2016). Predict the product of the given reaction. Given the reactants Cl.[NH2:2][CH2:3][C:4]1[CH:5]=[CH:6][C:7]([F:13])=[C:8]([B:10]([OH:12])[OH:11])[CH:9]=1.[C:14](O[C:14]([O:16][C:17]([CH3:20])([CH3:19])[CH3:18])=[O:15])([O:16][C:17]([CH3:20])([CH3:19])[CH3:18])=[O:15].C(N(CC)CC)C.O, predict the reaction product. The product is: [C:17]([O:16][C:14]([NH:2][CH2:3][C:4]1[CH:5]=[CH:6][C:7]([F:13])=[C:8]([B:10]([OH:12])[OH:11])[CH:9]=1)=[O:15])([CH3:20])([CH3:19])[CH3:18].